This data is from Reaction yield outcomes from USPTO patents with 853,638 reactions. The task is: Predict the reaction yield, written as a fraction of the theoretical maximum amount of product (1.0 means a 100% yield; for example, 0.34 means a 34% yield). (1) The reactants are C(OC(O[CH2:8][CH3:9])CBr)C.C(O)C.C(=O)([O-])O.[Na+].[NH2:18][C:19]1[N:20]=[N:21][CH:22]=[C:23]([C:25]([F:28])([F:27])[F:26])[N:24]=1. The catalyst is Br.O. The product is [F:27][C:25]([F:26])([F:28])[C:23]1[CH:22]=[N:21][N:20]2[CH:8]=[CH:9][N:18]=[C:19]2[N:24]=1. The yield is 0.220. (2) The reactants are [NH2:1][C:2]1([C:13]2[CH:18]=[CH:17][C:16]([CH:19]([CH3:21])[CH3:20])=[CH:15][C:14]=2[O:22][CH3:23])[C:10](=[O:11])[C:9]2[C:4](=[CH:5][CH:6]=[CH:7][CH:8]=2)[C:3]1=[O:12].[C:24](Cl)(=[O:26])[CH3:25].C(N(CC)CC)C. The catalyst is C(Cl)Cl. The product is [CH:19]([C:16]1[CH:17]=[CH:18][C:13]([C:2]2([NH:1][C:24](=[O:26])[CH3:25])[C:10](=[O:11])[C:9]3[C:4](=[CH:5][CH:6]=[CH:7][CH:8]=3)[C:3]2=[O:12])=[C:14]([O:22][CH3:23])[CH:15]=1)([CH3:21])[CH3:20]. The yield is 0.620. (3) The yield is 0.980. The catalyst is C1COCC1.CCO.[Pd]. The product is [NH2:31][C:12]1[CH:13]=[C:14]([N:17]2[CH2:23][CH2:22][CH2:21][N:20]([C:24]([O:26][C:27]([CH3:30])([CH3:29])[CH3:28])=[O:25])[CH2:19][CH2:18]2)[CH:15]=[CH:16][C:11]=1[S:8]([C:4]1[CH:5]=[CH:6][CH:7]=[C:2]([F:1])[CH:3]=1)(=[O:9])=[O:10]. The reactants are [F:1][C:2]1[CH:3]=[C:4]([S:8]([C:11]2[CH:16]=[CH:15][C:14]([N:17]3[CH2:23][CH2:22][CH2:21][N:20]([C:24]([O:26][C:27]([CH3:30])([CH3:29])[CH3:28])=[O:25])[CH2:19][CH2:18]3)=[CH:13][C:12]=2[N+:31]([O-])=O)(=[O:10])=[O:9])[CH:5]=[CH:6][CH:7]=1.CO.[H][H]. (4) The reactants are [Si]([O:8][C@H:9]1[CH2:13][N:12]([C:14]([O:16][C:17]([CH3:20])([CH3:19])[CH3:18])=[O:15])[C@H:11]([CH2:21][C:22]#N)[CH2:10]1)(C(C)(C)C)(C)C.C(N(CC)CC)C.[C:31](OC(OC(C)(C)C)=O)(OC(C)(C)C)=[O:32].[OH2:46]. The catalyst is Cl.C(O)(=O)C. The product is [OH:8][C@H:9]1[CH2:13][N:12]([C:14]([O:16][C:17]([CH3:18])([CH3:19])[CH3:20])=[O:15])[C@H:11]([CH2:21][C:22]([O:32][CH3:31])=[O:46])[CH2:10]1. The yield is 0.710.